This data is from Forward reaction prediction with 1.9M reactions from USPTO patents (1976-2016). The task is: Predict the product of the given reaction. (1) The product is: [F:25][C:23]1[CH:22]=[CH:21][C:20]([C:26]([F:29])([F:28])[F:27])=[C:19]([CH:16]2[CH2:17][CH2:18][N:13]([C:11]([C:8]3[N:6]4[CH:7]=[C:2]([C:30]#[N:31])[CH:3]=[CH:4][C:5]4=[N:10][N:9]=3)=[O:12])[CH2:14][CH2:15]2)[CH:24]=1. Given the reactants Br[C:2]1[CH:3]=[CH:4][C:5]2[N:6]([C:8]([C:11]([N:13]3[CH2:18][CH2:17][CH:16]([C:19]4[CH:24]=[C:23]([F:25])[CH:22]=[CH:21][C:20]=4[C:26]([F:29])([F:28])[F:27])[CH2:15][CH2:14]3)=[O:12])=[N:9][N:10]=2)[CH:7]=1.[CH3:30][N:31](C=O)C, predict the reaction product. (2) Given the reactants [CH3:1][C@H:2]([O:6][C:7]1[CH:16]=[CH:15][CH:14]=[C:13]2[C:8]=1[C:9]([NH:17][C:18]1[CH:23]=[CH:22][C:21]([O:24][C:25]3[CH:26]=[N:27][C:28]([CH3:31])=[CH:29][CH:30]=3)=[C:20]([CH3:32])[CH:19]=1)=[N:10][CH:11]=[N:12]2)[CH2:3][NH:4][CH3:5].[C:33](OC(=O)C)(=[O:35])[CH3:34], predict the reaction product. The product is: [CH3:5][N:4]([CH2:3][C@@H:2]([O:6][C:7]1[CH:16]=[CH:15][CH:14]=[C:13]2[C:8]=1[C:9]([NH:17][C:18]1[CH:23]=[CH:22][C:21]([O:24][C:25]3[CH:26]=[N:27][C:28]([CH3:31])=[CH:29][CH:30]=3)=[C:20]([CH3:32])[CH:19]=1)=[N:10][CH:11]=[N:12]2)[CH3:1])[C:33](=[O:35])[CH3:34]. (3) Given the reactants Br[C:2]1[CH:7]=[C:6]([CH2:8][O:9][CH2:10][CH2:11][CH3:12])[CH:5]=[C:4]([N+:13]([O-:15])=[O:14])[CH:3]=1.C[O:17][C:18]([C:20]1[CH:25]=[CH:24][C:23](B(O)O)=[CH:22][CH:21]=1)=[O:19].C(=O)([O-])[O-].[K+].[K+].[OH-].[Na+], predict the reaction product. The product is: [N+:13]([C:4]1[CH:3]=[C:2]([C:23]2[CH:24]=[CH:25][C:20]([C:18]([OH:19])=[O:17])=[CH:21][CH:22]=2)[CH:7]=[C:6]([CH2:8][O:9][CH2:10][CH2:11][CH3:12])[CH:5]=1)([O-:15])=[O:14].